From a dataset of Full USPTO retrosynthesis dataset with 1.9M reactions from patents (1976-2016). Predict the reactants needed to synthesize the given product. (1) Given the product [Cl:1][C:2]1[N:3]=[C:4]([NH:27][CH2:26][C:18]2[N:17]=[CH:16][C:25]3[C:20]([CH:19]=2)=[CH:21][CH:22]=[CH:23][CH:24]=3)[C:5]2[CH2:10][N:9]([CH:11]([CH3:13])[CH3:12])[C:8](=[O:14])[C:6]=2[N:7]=1, predict the reactants needed to synthesize it. The reactants are: [Cl:1][C:2]1[N:3]=[C:4](Cl)[C:5]2[CH2:10][N:9]([CH:11]([CH3:13])[CH3:12])[C:8](=[O:14])[C:6]=2[N:7]=1.[CH:16]1[C:25]2[C:20](=[CH:21][CH:22]=[CH:23][CH:24]=2)[CH:19]=[C:18]([CH2:26][NH2:27])[N:17]=1.CCN(C(C)C)C(C)C. (2) Given the product [Cl:1][C:2]1[CH:8]=[CH:7][CH:6]=[C:5]([CH2:9][CH3:10])[C:3]=1[C:35]([OH:38])=[O:37], predict the reactants needed to synthesize it. The reactants are: [Cl:1][C:2]1[CH:8]=[CH:7][CH:6]=[C:5]([CH2:9][CH3:10])[C:3]=1N.S(=O)(=O)(O)O.N([O-])=O.[Na+].CN(C)C1C=CC=CC=1.Cl.S(=O)(=O)(O)N.[C:35]([O:38]C(=O)C)(=[O:37])C.C(Cl)(Cl)Cl. (3) Given the product [F:1][C:2]1[CH:3]=[C:4]2[C:9](=[CH:10][CH:11]=1)[N:8]=[CH:7][CH:6]=[C:5]2[O:12][C:13]1[CH:18]=[N:17][C:16]([CH2:19][C:20]([OH:22])=[O:21])=[N:15][CH:14]=1, predict the reactants needed to synthesize it. The reactants are: [F:1][C:2]1[CH:3]=[C:4]2[C:9](=[CH:10][CH:11]=1)[N:8]=[CH:7][CH:6]=[C:5]2[O:12][C:13]1[CH:14]=[N:15][C:16]([CH2:19][C:20]([O:22]C)=[O:21])=[N:17][CH:18]=1.[OH-].[Na+]. (4) Given the product [Cl:11][C:8]1[N:9]=[CH:10][C:5]2[S:4][CH:3]=[C:2]([C:14]3[CH:13]=[N:12][C:21]4[C:16]([CH:15]=3)=[CH:17][CH:18]=[CH:19][CH:20]=4)[C:6]=2[N:7]=1, predict the reactants needed to synthesize it. The reactants are: Br[C:2]1[C:6]2[N:7]=[C:8]([Cl:11])[N:9]=[CH:10][C:5]=2[S:4][CH:3]=1.[N:12]1[C:21]2[C:16](=[CH:17][CH:18]=[CH:19][CH:20]=2)[CH:15]=[C:14](B(O)O)[CH:13]=1. (5) Given the product [N:15]1([CH2:2][C:3]2[N:4]=[N:5][C:6]3[C:7](=[C:9]([NH2:14])[N:10]=[C:11]([NH2:13])[N:12]=3)[N:8]=2)[CH2:20][CH2:19][NH:18][CH2:17][CH2:16]1, predict the reactants needed to synthesize it. The reactants are: Cl[CH2:2][C:3]1[N:4]=[N:5][C:6]2[C:7](=[C:9]([NH2:14])[N:10]=[C:11]([NH2:13])[N:12]=2)[N:8]=1.[NH:15]1[CH2:20][CH2:19][NH:18][CH2:17][CH2:16]1. (6) The reactants are: [CH3:1][C:2]1([CH3:10])[O:6][CH:5]([CH2:7][CH2:8][OH:9])[CH2:4][O:3]1.[C:11]1([CH3:21])[CH:16]=[CH:15][C:14]([S:17](Cl)(=[O:19])=[O:18])=[CH:13][CH:12]=1. Given the product [CH3:21][C:11]1[CH:16]=[CH:15][C:14]([S:17]([O:9][CH2:8][CH2:7][CH:5]2[CH2:4][O:3][C:2]([CH3:10])([CH3:1])[O:6]2)(=[O:19])=[O:18])=[CH:13][CH:12]=1, predict the reactants needed to synthesize it. (7) Given the product [C:22]([O:26][C:27]([NH:29][CH2:30][CH2:31][CH2:32][CH2:33][CH2:34][CH2:35][N:13]1[C:14]2[C:19](=[CH:18][CH:17]=[CH:16][CH:15]=2)[CH2:20][CH2:21][C:12]1=[O:11])=[O:28])([CH3:25])([CH3:24])[CH3:23], predict the reactants needed to synthesize it. The reactants are: C[Si]([N-][Si](C)(C)C)(C)C.[K+].[O:11]=[C:12]1[CH2:21][CH2:20][C:19]2[C:14](=[CH:15][CH:16]=[CH:17][CH:18]=2)[NH:13]1.[C:22]([O:26][C:27]([NH:29][CH2:30][CH2:31][CH2:32][CH2:33][CH2:34][CH2:35]Br)=[O:28])([CH3:25])([CH3:24])[CH3:23].O. (8) Given the product [Br:1][C:2]1[CH:3]=[C:4]2[C:9](=[CH:10][CH:11]=1)[C:8]([N:13]1[CH2:18][CH2:17][NH:16][CH2:15][CH2:14]1)=[N:7][N:6]=[CH:5]2, predict the reactants needed to synthesize it. The reactants are: [Br:1][C:2]1[CH:3]=[C:4]2[C:9](=[CH:10][CH:11]=1)[C:8](Cl)=[N:7][N:6]=[CH:5]2.[NH:13]1[CH2:18][CH2:17][NH:16][CH2:15][CH2:14]1.C(=O)([O-])[O-].[K+].[K+].